The task is: Regression. Given a peptide amino acid sequence and an MHC pseudo amino acid sequence, predict their binding affinity value. This is MHC class II binding data.. This data is from Peptide-MHC class II binding affinity with 134,281 pairs from IEDB. The peptide sequence is KGGFMYLKELYNNVN. The MHC is DRB5_0101 with pseudo-sequence DRB5_0101. The binding affinity (normalized) is 0.700.